This data is from Full USPTO retrosynthesis dataset with 1.9M reactions from patents (1976-2016). The task is: Predict the reactants needed to synthesize the given product. Given the product [CH:27]([C:2]1[N:7]=[C:6]([C:8]2[C:16]([C:17]3[C:26]4[C:21](=[CH:22][CH:23]=[CH:24][CH:25]=4)[N:20]=[CH:19][CH:18]=3)=[C:11]3[CH:12]=[CH:13][CH:14]=[CH:15][N:10]3[N:9]=2)[CH:5]=[CH:4][CH:3]=1)=[CH2:28], predict the reactants needed to synthesize it. The reactants are: Cl[C:2]1[N:7]=[C:6]([C:8]2[C:16]([C:17]3[C:26]4[C:21](=[CH:22][CH:23]=[CH:24][CH:25]=4)[N:20]=[CH:19][CH:18]=3)=[C:11]3[CH:12]=[CH:13][CH:14]=[CH:15][N:10]3[N:9]=2)[CH:5]=[CH:4][CH:3]=1.[C:27]1(C)C=CC=C[CH:28]=1.